This data is from Forward reaction prediction with 1.9M reactions from USPTO patents (1976-2016). The task is: Predict the product of the given reaction. (1) Given the reactants ClC(Cl)(Cl)[C:3]([C:5]1[N:14]2[C:8]([CH2:9][N:10]([C:19](=[O:29])[CH2:20][O:21][C:22]3[CH:27]=[CH:26][C:25]([Cl:28])=[CH:24][CH:23]=3)[C:11]3[CH:18]=[CH:17][CH:16]=[CH:15][C:12]=3[CH2:13]2)=[CH:7][CH:6]=1)=[O:4].[NH2:32][CH2:33][C:34]1[CH:35]=[N:36][CH:37]=[CH:38][CH:39]=1.CS(C)=O, predict the reaction product. The product is: [Cl:28][C:25]1[CH:26]=[CH:27][C:22]([O:21][CH2:20][C:19]([N:10]2[C:11]3[CH:18]=[CH:17][CH:16]=[CH:15][C:12]=3[CH2:13][N:14]3[C:5]([C:3]([NH:32][CH2:33][C:34]4[CH:35]=[N:36][CH:37]=[CH:38][CH:39]=4)=[O:4])=[CH:6][CH:7]=[C:8]3[CH2:9]2)=[O:29])=[CH:23][CH:24]=1. (2) Given the reactants Br[C:2]1[C:6]2[CH2:7][N:8]([C:11]([O:13][C:14]([CH3:17])([CH3:16])[CH3:15])=[O:12])[CH2:9][CH2:10][C:5]=2[N:4]([CH:18]2[CH2:23][CH2:22][O:21][CH2:20][CH2:19]2)[N:3]=1.[CH3:24][S:25]([C:28]1[CH:37]=[C:36]2[C:31]([CH2:32][CH2:33][CH2:34][NH:35]2)=[CH:30][CH:29]=1)(=[O:27])=[O:26].C1(P(C2CCCCC2)C2C=CC=CC=2C2C(OC(C)C)=CC=CC=2OC(C)C)CCCCC1.C(O[Na])(C)(C)C, predict the reaction product. The product is: [CH3:24][S:25]([C:28]1[CH:37]=[C:36]2[C:31]([CH2:32][CH2:33][CH2:34][N:35]2[C:2]2[C:6]3[CH2:7][N:8]([C:11]([O:13][C:14]([CH3:17])([CH3:16])[CH3:15])=[O:12])[CH2:9][CH2:10][C:5]=3[N:4]([CH:18]3[CH2:23][CH2:22][O:21][CH2:20][CH2:19]3)[N:3]=2)=[CH:30][CH:29]=1)(=[O:27])=[O:26]. (3) Given the reactants [NH2:1][C:2]1[N:7]=[C:6](Cl)[C:5]([C:9]#[N:10])=[C:4]([C:11]2[CH:16]=[CH:15][CH:14]=[CH:13][CH:12]=2)[N:3]=1.[CH3:17][C@H:18]1[CH2:26][C:25]2[C:20](=[CH:21][C:22](C)=[CH:23][CH:24]=2)[C@@H:19]1[NH2:28].C(=O)([O-])[O-].[K+].[K+], predict the reaction product. The product is: [NH2:1][C:2]1[N:3]=[C:4]([C:11]2[CH:16]=[CH:15][CH:14]=[CH:13][CH:12]=2)[C:5]([C:9]#[N:10])=[C:6]([NH:28][C@H:19]2[C:20]3[C:25](=[CH:24][CH:23]=[CH:22][CH:21]=3)[CH2:26][CH2:18][CH2:17]2)[N:7]=1. (4) Given the reactants [CH:1](=O)[C:2]1[O:6][CH:5]=[CH:4][CH:3]=1.Br[CH2:9][C:10]1[CH:19]=[CH:18][C:17]2[C:12](=[CH:13][CH:14]=[CH:15][CH:16]=2)[CH:11]=1.C1([SiH2]C2C=CC=CC=2)C=CC=CC=1.C(=O)([O-])OC(C)(C)C.[Na+], predict the reaction product. The product is: [O:6]1[CH:5]=[CH:4][CH:3]=[C:2]1[CH:1]=[CH:9][C:10]1[CH:19]=[CH:18][C:17]2[C:12](=[CH:13][CH:14]=[CH:15][CH:16]=2)[CH:11]=1.